Dataset: TCR-epitope binding with 47,182 pairs between 192 epitopes and 23,139 TCRs. Task: Binary Classification. Given a T-cell receptor sequence (or CDR3 region) and an epitope sequence, predict whether binding occurs between them. The epitope is ILHCANFNV. The TCR CDR3 sequence is CASSLGPVREQYF. Result: 0 (the TCR does not bind to the epitope).